Dataset: NCI-60 drug combinations with 297,098 pairs across 59 cell lines. Task: Regression. Given two drug SMILES strings and cell line genomic features, predict the synergy score measuring deviation from expected non-interaction effect. Drug 1: CC1=C(C=C(C=C1)NC2=NC=CC(=N2)N(C)C3=CC4=NN(C(=C4C=C3)C)C)S(=O)(=O)N.Cl. Drug 2: CN(CC1=CN=C2C(=N1)C(=NC(=N2)N)N)C3=CC=C(C=C3)C(=O)NC(CCC(=O)O)C(=O)O. Cell line: MOLT-4. Synergy scores: CSS=45.5, Synergy_ZIP=0.999, Synergy_Bliss=3.22, Synergy_Loewe=-22.2, Synergy_HSA=2.90.